From a dataset of Catalyst prediction with 721,799 reactions and 888 catalyst types from USPTO. Predict which catalyst facilitates the given reaction. (1) Reactant: C=O.[F:3][C:4]1[CH:9]=[CH:8][C:7]([F:10])=[CH:6][C:5]=1/[CH:11]=[CH:12]/[CH2:13][NH:14][CH2:15][CH:16]([CH2:22][CH2:23][CH2:24][C:25]1[C:34]2[C:29](=[CH:30][CH:31]=[C:32]([O:35][CH3:36])[CH:33]=2)[N:28]=[CH:27][C:26]=1[F:37])[C:17]([O:19][CH2:20][CH3:21])=[O:18].[C:38](O[BH-](OC(=O)C)OC(=O)C)(=O)C.[Na+]. Product: [F:3][C:4]1[CH:9]=[CH:8][C:7]([F:10])=[CH:6][C:5]=1/[CH:11]=[CH:12]/[CH2:13][N:14]([CH2:15][CH:16]([CH2:22][CH2:23][CH2:24][C:25]1[C:34]2[C:29](=[CH:30][CH:31]=[C:32]([O:35][CH3:36])[CH:33]=2)[N:28]=[CH:27][C:26]=1[F:37])[C:17]([O:19][CH2:20][CH3:21])=[O:18])[CH3:38]. The catalyst class is: 8. (2) Reactant: [CH3:13][C:12]([O:11][C:9](O[C:9]([O:11][C:12]([CH3:15])([CH3:14])[CH3:13])=[O:10])=[O:10])([CH3:15])[CH3:14].[CH3:16][CH2:17][CH:18]([NH2:21])[CH2:19][OH:20].CN(C)CCN(C)C.[CH3:30][S:31](Cl)(=[O:33])=[O:32]. Product: [C:12]([O:11][C:9]([NH:21][CH:18]([CH2:17][CH3:16])[CH2:19][O:20][S:31]([CH3:30])(=[O:33])=[O:32])=[O:10])([CH3:13])([CH3:14])[CH3:15]. The catalyst class is: 13.